This data is from Reaction yield outcomes from USPTO patents with 853,638 reactions. The task is: Predict the reaction yield, written as a fraction of the theoretical maximum amount of product (1.0 means a 100% yield; for example, 0.34 means a 34% yield). (1) The reactants are C([O:3][C:4](=[O:17])[C:5]#[C:6][C:7]1[CH:8]=[N:9][C:10]2[C:15]([CH:16]=1)=[CH:14][CH:13]=[CH:12][CH:11]=2)C.C(OC([N:25]1[C:34]2[C:29](=[CH:30][CH:31]=[C:32]([CH2:35][CH2:36][O:37][C:38]3[CH:39]=[C:40]4[C:44](=[CH:45][CH:46]=3)[NH:43][CH:42]=[CH:41]4)[N:33]=2)[CH2:28][CH2:27][CH2:26]1)=O)(C)(C)C. No catalyst specified. The product is [N:9]1[C:10]2[C:15](=[CH:14][CH:13]=[CH:12][CH:11]=2)[CH:16]=[C:7]([CH:6]([N:43]2[C:44]3[C:40](=[CH:39][C:38]([O:37][CH2:36][CH2:35][C:32]4[CH:31]=[CH:30][C:29]5[CH2:28][CH2:27][CH2:26][NH:25][C:34]=5[N:33]=4)=[CH:46][CH:45]=3)[CH:41]=[CH:42]2)[CH2:5][C:4]([OH:3])=[O:17])[CH:8]=1. The yield is 0.810. (2) The reactants are NC(C1C=CC2C(=CC=C(O[C@H]3CC[C@H](C(C)(C)C)CC3)C=2C(F)(F)F)C=1)CCC(O)=O.[C:33]([C@H:37]1[CH2:42][CH2:41][C@H:40]([O:43][C:44]2[CH:45]=[C:46]3[C:51](=[CH:52][CH:53]=2)[CH:50]=[C:49]([C:54]([N+:61]([O-])=O)([CH3:60])[CH2:55][CH2:56][C:57]([OH:59])=[O:58])[CH:48]=[CH:47]3)[CH2:39][CH2:38]1)([CH3:36])([CH3:35])[CH3:34]. No catalyst specified. The product is [NH2:61][C:54]([C:49]1[CH:48]=[CH:47][C:46]2[C:51](=[CH:52][CH:53]=[C:44]([O:43][C@H:40]3[CH2:41][CH2:42][C@H:37]([C:33]([CH3:36])([CH3:35])[CH3:34])[CH2:38][CH2:39]3)[CH:45]=2)[CH:50]=1)([CH3:60])[CH2:55][CH2:56][C:57]([OH:59])=[O:58]. The yield is 0.0300. (3) The yield is 0.960. The product is [Br:1][C:2]1[CH:3]=[C:4]([CH3:19])[C:5]([CH:8]([Cl:22])[C:10]2[C:15]([F:16])=[CH:14][CH:13]=[C:12]([F:17])[C:11]=2[F:18])=[CH:6][N:7]=1. The catalyst is C(Cl)Cl. The reactants are [Br:1][C:2]1[N:7]=[CH:6][C:5]([CH:8]([C:10]2[C:15]([F:16])=[CH:14][CH:13]=[C:12]([F:17])[C:11]=2[F:18])O)=[C:4]([CH3:19])[CH:3]=1.S(Cl)([Cl:22])=O.CN(C)C=O. (4) The reactants are [CH3:1][O:2][C:3](=[O:12])[C:4]1[CH:9]=[CH:8][C:7]([F:10])=[C:6](Br)[CH:5]=1.[B:13]1([B:13]2[O:17][C:16]([CH3:19])([CH3:18])[C:15]([CH3:21])([CH3:20])[O:14]2)[O:17][C:16]([CH3:19])([CH3:18])[C:15]([CH3:21])([CH3:20])[O:14]1.C([O-])(=O)C.[K+]. The catalyst is C1C=CC(P(C2C=CC=CC=2)[C-]2C=CC=C2)=CC=1.C1C=CC(P(C2C=CC=CC=2)[C-]2C=CC=C2)=CC=1.Cl[Pd]Cl.[Fe+2].ClCCl. The product is [CH3:1][O:2][C:3](=[O:12])[C:4]1[CH:9]=[CH:8][C:7]([F:10])=[C:6]([B:13]2[O:17][C:16]([CH3:19])([CH3:18])[C:15]([CH3:21])([CH3:20])[O:14]2)[CH:5]=1. The yield is 0.740. (5) The reactants are [NH2:1][CH2:2][C:3]1[N:4]=[N:5][N:6]([CH2:8][C@@H:9]2[C@H:12]([NH:13][C:14](=[O:30])/[C:15](=[N:22]\[O:23][C:24]3([C:27]([OH:29])=[O:28])[CH2:26][CH2:25]3)/[C:16]3[N:17]=[C:18]([NH2:21])[S:19][CH:20]=3)[C:11](=[O:31])[N:10]2[S:32]([OH:35])(=[O:34])=[O:33])[CH:7]=1.Cl.[N:37]1([C:42](N)=[NH:43])C=CC=N1.CCN(C(C)C)C(C)C. The catalyst is CN(C=O)C.C1(C)C=CC=CC=1. The product is [NH2:21][C:18]1[S:19][CH:20]=[C:16](/[C:15](=[N:22]/[O:23][C:24]2([C:27]([OH:29])=[O:28])[CH2:26][CH2:25]2)/[C:14]([NH:13][C@@H:12]2[C:11](=[O:31])[N:10]([S:32]([OH:35])(=[O:34])=[O:33])[C@@H:9]2[CH2:8][N:6]2[CH:7]=[C:3]([CH2:2][NH:1][C:42]([NH2:43])=[NH:37])[N:4]=[N:5]2)=[O:30])[N:17]=1. The yield is 0.390. (6) The reactants are [O:1]=[C:2]1[CH2:6][CH2:5][C:4](=[O:7])[N:3]1[C:8]1[N:13]=[CH:12][C:11](/[CH:14]=[CH:15]/[C:16]([N:18]([CH3:30])[CH2:19][C:20]2[N:21]([CH3:29])[C:22]3[C:27]([CH:28]=2)=[CH:26][CH:25]=[CH:24][CH:23]=3)=[O:17])=[CH:10][CH:9]=1.[NH3:31]. No catalyst specified. The product is [CH3:30][N:18]([CH2:19][C:20]1[N:21]([CH3:29])[C:22]2[C:27]([CH:28]=1)=[CH:26][CH:25]=[CH:24][CH:23]=2)[C:16](/[CH:15]=[CH:14]/[C:11]1[CH:10]=[CH:9][C:8]([NH:3][C:4](=[O:7])[CH2:5][CH2:6][C:2]([NH2:31])=[O:1])=[N:13][CH:12]=1)=[O:17]. The yield is 0.520. (7) The reactants are [CH3:1][N:2]([CH3:14])[C:3](=[O:13])[C:4]1[CH:9]=[CH:8][C:7]([N+:10]([O-])=O)=[CH:6][CH:5]=1. The catalyst is CO.[Pd]. The product is [NH2:10][C:7]1[CH:8]=[CH:9][C:4]([C:3]([N:2]([CH3:14])[CH3:1])=[O:13])=[CH:5][CH:6]=1. The yield is 0.930.